From a dataset of HIV replication inhibition screening data with 41,000+ compounds from the AIDS Antiviral Screen. Binary Classification. Given a drug SMILES string, predict its activity (active/inactive) in a high-throughput screening assay against a specified biological target. (1) The compound is Br.CCN(CC)CCSc1c2ccccc2nc2cc(NCC(=O)Nc3ccccc3-c3ccccc3NC(=O)CNc3ccc4c(SCCN(CC)CC)c5ccccc5nc4c3)ccc12. The result is 0 (inactive). (2) The drug is CCOP(=O)(O)C(Nc1ccc(N=Nc2ccccc2)cc1)c1cccc(C(Nc2ccc(N=Nc3ccccc3)cc2)P(=O)(O)OCC)c1.[NaH]. The result is 0 (inactive). (3) The result is 0 (inactive). The drug is CC1=CC(=O)c2c(O)cccc2C1=O.